This data is from Catalyst prediction with 721,799 reactions and 888 catalyst types from USPTO. The task is: Predict which catalyst facilitates the given reaction. (1) The catalyst class is: 10. Product: [F:1][C:2]1[CH:3]=[C:4]([C:9](=[O:11])[CH3:10])[CH:5]=[CH:6][C:7]=1[S:13][CH3:12]. Reactant: [F:1][C:2]1[CH:3]=[C:4]([C:9](=[O:11])[CH3:10])[CH:5]=[CH:6][C:7]=1F.[CH3:12][S-:13].[Na+]. (2) Reactant: [CH2:1]([O:3][C:4](=[O:33])[CH2:5][O:6][C:7]1[C:12]([CH3:13])=[CH:11][C:10]([NH:14][CH2:15][C:16]2[S:20][C:19]([C:21]3[CH:26]=[CH:25][C:24]([C:27]([F:30])([F:29])[F:28])=[CH:23][CH:22]=3)=[N:18][C:17]=2[CH3:31])=[CH:9][C:8]=1[CH3:32])[CH3:2].[CH2:34](I)[CH3:35].C([O-])([O-])=O.[K+].[K+]. Product: [CH2:1]([O:3][C:4](=[O:33])[CH2:5][O:6][C:7]1[C:12]([CH3:13])=[CH:11][C:10]([N:14]([CH2:34][CH3:35])[CH2:15][C:16]2[S:20][C:19]([C:21]3[CH:22]=[CH:23][C:24]([C:27]([F:28])([F:30])[F:29])=[CH:25][CH:26]=3)=[N:18][C:17]=2[CH3:31])=[CH:9][C:8]=1[CH3:32])[CH3:2]. The catalyst class is: 16. (3) Reactant: [CH:1]1([N:7]=[C:8]=[O:9])[CH2:6][CH2:5][CH2:4][CH2:3][CH2:2]1.[CH2:10]([NH2:16])[CH2:11][CH2:12][CH2:13][CH2:14][CH3:15].[C:17](Cl)(=[O:22])[CH2:18][C:19](Cl)=[O:20].C(N(C(C)C)CC)(C)C.[N:33]([CH2:36][C:37]([O:39]CC)=[O:38])=[C:34]=[O:35]. Product: [CH:1]1([N:7]2[C:19]([OH:20])=[C:18]([C:34]([NH:33][CH2:36][C:37]([OH:39])=[O:38])=[O:35])[C:17](=[O:22])[N:16]([CH2:10][CH2:11][CH2:12][CH2:13][CH2:14][CH3:15])[C:8]2=[O:9])[CH2:6][CH2:5][CH2:4][CH2:3][CH2:2]1. The catalyst class is: 4.